Dataset: Retrosynthesis with 50K atom-mapped reactions and 10 reaction types from USPTO. Task: Predict the reactants needed to synthesize the given product. (1) Given the product Cc1cc(Cl)c(NC(=O)CBr)c(Cl)n1, predict the reactants needed to synthesize it. The reactants are: Cc1cc(Cl)c(N)c(Cl)n1.O=C(Br)CBr. (2) Given the product COc1ccccc1C1(OCC(=O)O)C(=O)Nc2ccc(Cl)cc21, predict the reactants needed to synthesize it. The reactants are: COC(=O)COC1(c2ccccc2OC)C(=O)Nc2ccc(Cl)cc21. (3) Given the product CC(C)(C)OC(=O)CCCN(c1ccc(Br)cc1C=O)C1CC1, predict the reactants needed to synthesize it. The reactants are: CC(C)(C)OC(=O)CCCNC1CC1.O=Cc1cc(Br)ccc1F. (4) The reactants are: C=O.Nc1ccc2c(c1)[nH]c1cc(OCCOCCOCCF)ccc12. Given the product CNc1ccc2c(c1)[nH]c1cc(OCCOCCOCCF)ccc12, predict the reactants needed to synthesize it. (5) Given the product COc1cc(C#N)ccc1-c1nccc2cc(S(=O)(=O)Oc3c(F)c(F)c(F)c(F)c3F)ccc12, predict the reactants needed to synthesize it. The reactants are: COc1cc(C#N)ccc1B(O)O.O=S(=O)(Oc1c(F)c(F)c(F)c(F)c1F)c1ccc2c(Cl)nccc2c1. (6) Given the product CN(C)CCCN1CCC(c2noc3cc(F)ccc23)CC1, predict the reactants needed to synthesize it. The reactants are: CN(C)CCCCl.Fc1ccc2c(C3CCNCC3)noc2c1. (7) Given the product COC(=O)C(C)(C)C=O, predict the reactants needed to synthesize it. The reactants are: COC(=O)C(C)(C)CO. (8) The reactants are: CCCCOC(=O)CC(=O)CCl. Given the product CCCCOC(=O)C[C@@H](O)CCl, predict the reactants needed to synthesize it. (9) Given the product COC(=O)c1cc(CNC2CCc3c2ccc(C(=O)OC(C)(C)C)c3C)n2nccc2n1, predict the reactants needed to synthesize it. The reactants are: COC(=O)c1cc(CBr)n2nccc2n1.Cc1c(C(=O)OC(C)(C)C)ccc2c1CCC2N. (10) Given the product COc1cc(-c2cccc(F)c2)c(Cl)cc1-n1c(=O)ccc2cc(SCc3ccccc3)ccc21, predict the reactants needed to synthesize it. The reactants are: COc1cc(Br)c(Cl)cc1-n1c(=O)ccc2cc(SCc3ccccc3)ccc21.OB(O)c1cccc(F)c1.